From a dataset of Catalyst prediction with 721,799 reactions and 888 catalyst types from USPTO. Predict which catalyst facilitates the given reaction. (1) Reactant: [Cl:1][C:2]1[CH:7]=[CH:6][CH:5]=[C:4]([Cl:8])[C:3]=1[C:9]1[C:13]([CH2:14][O:15][C:16]2[CH:17]=[C:18]3[C:22](=[CH:23][CH:24]=2)[C:21](=[O:25])[N:20]([C:26]2[CH:27]=[C:28]([CH:33]=[CH:34][CH:35]=2)[C:29]([O:31]C)=[O:30])[CH2:19]3)=[C:12]([CH:36]([CH3:38])[CH3:37])[O:11][N:10]=1.[OH-].[Li+]. Product: [Cl:8][C:4]1[CH:5]=[CH:6][CH:7]=[C:2]([Cl:1])[C:3]=1[C:9]1[C:13]([CH2:14][O:15][C:16]2[CH:17]=[C:18]3[C:22](=[CH:23][CH:24]=2)[C:21](=[O:25])[N:20]([C:26]2[CH:27]=[C:28]([CH:33]=[CH:34][CH:35]=2)[C:29]([OH:31])=[O:30])[CH2:19]3)=[C:12]([CH:36]([CH3:38])[CH3:37])[O:11][N:10]=1. The catalyst class is: 12. (2) Reactant: [C:1]1([O:11][C:12]2[CH:17]=[CH:16][N:15]=[C:14]([NH:18][C:19]3[S:20][CH:21]=[C:22]([CH2:24][C:25](OCC)=[O:26])[N:23]=3)[CH:13]=2)[C:10]2[C:5](=[CH:6][CH:7]=[CH:8][CH:9]=2)[CH:4]=[CH:3][CH:2]=1.ClC1C=C(OC2C3C(=CC=CC=3)C=CC=2)C=CN=1.NC1SC=C(CC(OCC)=O)N=1.[H-].[Al+3].[Li+].[H-].[H-].[H-]. Product: [C:1]1([O:11][C:12]2[CH:17]=[CH:16][N:15]=[C:14]([NH:18][C:19]3[S:20][CH:21]=[C:22]([CH2:24][CH2:25][OH:26])[N:23]=3)[CH:13]=2)[C:10]2[C:5](=[CH:6][CH:7]=[CH:8][CH:9]=2)[CH:4]=[CH:3][CH:2]=1. The catalyst class is: 1. (3) Reactant: [NH:1]1[C:9]2[C:4](=[CH:5][CH:6]=[CH:7][CH:8]=2)[CH:3]=[C:2]1[C:10]1[N:11]=[C:12]([S:20]C)[N:13]2[CH:18]=[CH:17][N:16]=[C:15]([NH2:19])[C:14]=12.[BrH:22]. Product: [BrH:22].[NH2:19][C:15]1[C:14]2[N:13]([C:12](=[S:20])[NH:11][C:10]=2[C:2]2[NH:1][C:9]3[C:4]([CH:3]=2)=[CH:5][CH:6]=[CH:7][CH:8]=3)[CH:18]=[CH:17][N:16]=1. The catalyst class is: 52. (4) Reactant: [CH2:1]([S:8][C:9]([CH3:35])([CH:33]=O)[CH2:10][NH:11][C:12]([C:14]1[NH:15][C:16]2[C:21]([CH:22]=1)=[CH:20][CH:19]=[CH:18][C:17]=2[N:23]([CH3:32])[S:24]([C:27]1[S:28][CH:29]=[CH:30][CH:31]=1)(=[O:26])=[O:25])=[O:13])[C:2]1[CH:7]=[CH:6][CH:5]=[CH:4][CH:3]=1.Cl.[NH2:37][OH:38].C(=O)([O-])[O-].[K+].[K+].CO. Product: [CH2:1]([S:8][C:9]([CH3:35])([CH:33]=[N:37][OH:38])[CH2:10][NH:11][C:12]([C:14]1[NH:15][C:16]2[C:21]([CH:22]=1)=[CH:20][CH:19]=[CH:18][C:17]=2[N:23]([CH3:32])[S:24]([C:27]1[S:28][CH:29]=[CH:30][CH:31]=1)(=[O:26])=[O:25])=[O:13])[C:2]1[CH:7]=[CH:6][CH:5]=[CH:4][CH:3]=1. The catalyst class is: 6. (5) Reactant: [OH:1][C@H:2]1[CH2:7][CH2:6][O:5][C:3]1=[O:4].[CH:8]1[C:17]2[C:12](=[CH:13][CH:14]=[CH:15][CH:16]=2)[CH:11]=[CH:10][C:9]=1[SH:18].[H-].[Na+]. Product: [OH:1][C@@H:2]([CH2:7][CH2:6][S:18][C:9]1[CH:10]=[CH:11][C:12]2[C:17](=[CH:16][CH:15]=[CH:14][CH:13]=2)[CH:8]=1)[C:3]([OH:5])=[O:4]. The catalyst class is: 31. (6) Reactant: C([O:9][CH2:10][C:11]1([CH2:17][CH3:18])[O:16][CH2:15][CH2:14][CH2:13][O:12]1)(=O)C1C=CC=CC=1.C(=O)([O-])[O-].[K+].[K+].O1CCCC1.[OH-].[Na+]. Product: [CH2:17]([C:11]1([CH2:10][OH:9])[O:16][CH2:15][CH2:14][CH2:13][O:12]1)[CH3:18]. The catalyst class is: 24. (7) Reactant: [S:1]1[C:5]([C:6](=[O:23])[CH2:7][O:8][C:9]([CH:11]2[CH2:15][CH2:14][CH2:13][N:12]2[C:16]([O:18][C:19]([CH3:22])([CH3:21])[CH3:20])=[O:17])=[O:10])=[CH:4][CH:3]2[S:24][CH:25]=[CH:26][CH:2]12.[Br:27]N1C(=O)CCC1=O. Product: [C:19]([O:18][C:16]([N:12]1[CH2:13][CH2:14][CH2:15][CH:11]1[C:9]([O:8][CH2:7][C:6]([C:5]1[S:1][CH:2]2[CH:26]=[C:25]([Br:27])[S:24][CH:3]2[CH:4]=1)=[O:23])=[O:10])=[O:17])([CH3:20])([CH3:21])[CH3:22]. The catalyst class is: 31. (8) Reactant: C(OC([N:8]1[CH2:17][CH2:16][C:15]2[C:10](=[CH:11][CH:12]=[CH:13][CH:14]=2)[CH:9]1[C:18]([OH:20])=[O:19])=O)(C)(C)C.[C:21](=O)([O-])[O-].[K+].[K+].IC.[ClH:29].O1CCOCC1. Product: [ClH:29].[CH:9]1([C:18]([O:20][CH3:21])=[O:19])[C:10]2[C:15](=[CH:14][CH:13]=[CH:12][CH:11]=2)[CH2:16][CH2:17][NH:8]1. The catalyst class is: 39.